Dataset: Forward reaction prediction with 1.9M reactions from USPTO patents (1976-2016). Task: Predict the product of the given reaction. (1) Given the reactants [N:1]1[C:10]2[C:5](=[CH:6][C:7]([CH2:11][N:12]3[C:16]4=[N:17][C:18]([C:21]5[CH:22]=[C:23]([NH:27]C(=O)C)[CH:24]=[CH:25][CH:26]=5)=[CH:19][CH:20]=[C:15]4[N:14]=[N:13]3)=[CH:8][CH:9]=2)[CH:4]=[CH:3][CH:2]=1.Cl.C(=O)(O)[O-].[Na+], predict the reaction product. The product is: [N:1]1[C:10]2[C:5](=[CH:6][C:7]([CH2:11][N:12]3[C:16]4=[N:17][C:18]([C:21]5[CH:22]=[C:23]([CH:24]=[CH:25][CH:26]=5)[NH2:27])=[CH:19][CH:20]=[C:15]4[N:14]=[N:13]3)=[CH:8][CH:9]=2)[CH:4]=[CH:3][CH:2]=1. (2) Given the reactants FC(F)(F)C(O)=O.C(OC(=O)[NH:14][CH2:15][CH2:16][C:17]1[CH:26]=[CH:25][C:24]2[NH:23][CH:22]([C:27]3[C:35]([Br:36])=[CH:34][C:30]4[O:31][CH2:32][O:33][C:29]=4[CH:28]=3)[CH:21]3[CH2:37][CH:38]=[CH:39][CH:20]3[C:19]=2[CH:18]=1)(C)(C)C, predict the reaction product. The product is: [Br:36][C:35]1[C:27]([CH:22]2[CH:21]3[CH2:37][CH:38]=[CH:39][CH:20]3[C:19]3[CH:18]=[C:17]([CH2:16][CH2:15][NH2:14])[CH:26]=[CH:25][C:24]=3[NH:23]2)=[CH:28][C:29]2[O:33][CH2:32][O:31][C:30]=2[CH:34]=1. (3) Given the reactants [NH2:1][C:2]1[CH:7]=[CH:6][C:5]([C:8]([C:10]2[CH:11]=[N:12][C:13]3[C:18]([C:19]=2[C:20]2[CH:25]=[CH:24][CH:23]=[CH:22][CH:21]=2)=[CH:17][CH:16]=[CH:15][C:14]=3[C:26]([F:29])([F:28])[F:27])=[O:9])=[CH:4][CH:3]=1.[OH2:30].CC(O)=[O:33], predict the reaction product. The product is: [N+:1]([C:2]1[CH:7]=[CH:6][C:5]([C:8]([C:10]2[CH:11]=[N:12][C:13]3[C:18]([C:19]=2[C:20]2[CH:25]=[CH:24][CH:23]=[CH:22][CH:21]=2)=[CH:17][CH:16]=[CH:15][C:14]=3[C:26]([F:29])([F:27])[F:28])=[O:9])=[CH:4][CH:3]=1)([O-:33])=[O:30]. (4) Given the reactants [CH3:1][O:2][CH2:3][C:4]([CH2:9][O:10][CH3:11])([CH3:8])[C:5]([OH:7])=O.CCN(C(C)C)C(C)C.CN(C(ON1N=NC2C=CC=NC1=2)=[N+](C)C)C.F[P-](F)(F)(F)(F)F.[CH3:45][N:46]([CH2:64][CH2:65][CH2:66][NH:67][CH3:68])[CH2:47][CH2:48][C:49]1([OH:63])[CH2:54][CH:53]2[CH2:55][CH2:56][CH:50]1[CH:51]=[C:52]2[C:57]1[CH:62]=[CH:61][CH:60]=[CH:59][CH:58]=1, predict the reaction product. The product is: [OH:63][C@@:49]1([CH2:48][CH2:47][N:46]([CH3:45])[CH2:64][CH2:65][CH2:66][N:67]([CH3:68])[C:5](=[O:7])[C:4]([CH2:3][O:2][CH3:1])([CH3:8])[CH2:9][O:10][CH3:11])[CH2:54][C@H:53]2[CH2:55][CH2:56][C@@H:50]1[CH:51]=[C:52]2[C:57]1[CH:62]=[CH:61][CH:60]=[CH:59][CH:58]=1.